Dataset: NCI-60 drug combinations with 297,098 pairs across 59 cell lines. Task: Regression. Given two drug SMILES strings and cell line genomic features, predict the synergy score measuring deviation from expected non-interaction effect. (1) Drug 1: COC1=CC(=CC(=C1O)OC)C2C3C(COC3=O)C(C4=CC5=C(C=C24)OCO5)OC6C(C(C7C(O6)COC(O7)C8=CC=CS8)O)O. Drug 2: C1C(C(OC1N2C=NC3=C(N=C(N=C32)Cl)N)CO)O. Cell line: MALME-3M. Synergy scores: CSS=23.9, Synergy_ZIP=-5.78, Synergy_Bliss=0.218, Synergy_Loewe=-1.31, Synergy_HSA=-0.198. (2) Drug 1: CC1=CC2C(CCC3(C2CCC3(C(=O)C)OC(=O)C)C)C4(C1=CC(=O)CC4)C. Drug 2: CCN(CC)CCNC(=O)C1=C(NC(=C1C)C=C2C3=C(C=CC(=C3)F)NC2=O)C. Cell line: EKVX. Synergy scores: CSS=3.90, Synergy_ZIP=-2.63, Synergy_Bliss=-1.21, Synergy_Loewe=-1.35, Synergy_HSA=-1.02. (3) Drug 1: CCCS(=O)(=O)NC1=C(C(=C(C=C1)F)C(=O)C2=CNC3=C2C=C(C=N3)C4=CC=C(C=C4)Cl)F. Drug 2: C1=CC(=CC=C1CC(C(=O)O)N)N(CCCl)CCCl.Cl. Cell line: 786-0. Synergy scores: CSS=31.8, Synergy_ZIP=-3.83, Synergy_Bliss=3.33, Synergy_Loewe=1.71, Synergy_HSA=1.75. (4) Drug 1: CC=C1C(=O)NC(C(=O)OC2CC(=O)NC(C(=O)NC(CSSCCC=C2)C(=O)N1)C(C)C)C(C)C. Drug 2: C1CC(=O)NC(=O)C1N2C(=O)C3=CC=CC=C3C2=O. Cell line: UO-31. Synergy scores: CSS=-4.53, Synergy_ZIP=1.76, Synergy_Bliss=-1.29, Synergy_Loewe=-1.65, Synergy_HSA=-4.85. (5) Drug 1: CCC1=CC2CC(C3=C(CN(C2)C1)C4=CC=CC=C4N3)(C5=C(C=C6C(=C5)C78CCN9C7C(C=CC9)(C(C(C8N6C)(C(=O)OC)O)OC(=O)C)CC)OC)C(=O)OC.C(C(C(=O)O)O)(C(=O)O)O. Drug 2: CN1C(=O)N2C=NC(=C2N=N1)C(=O)N. Cell line: KM12. Synergy scores: CSS=52.8, Synergy_ZIP=2.16, Synergy_Bliss=3.73, Synergy_Loewe=-49.5, Synergy_HSA=2.94. (6) Drug 1: C1CCC(CC1)NC(=O)N(CCCl)N=O. Drug 2: C#CCC(CC1=CN=C2C(=N1)C(=NC(=N2)N)N)C3=CC=C(C=C3)C(=O)NC(CCC(=O)O)C(=O)O. Cell line: UACC62. Synergy scores: CSS=36.3, Synergy_ZIP=-8.33, Synergy_Bliss=3.06, Synergy_Loewe=2.74, Synergy_HSA=3.73. (7) Drug 1: C1=NC2=C(N=C(N=C2N1C3C(C(C(O3)CO)O)F)Cl)N. Drug 2: C1CC(=O)NC(=O)C1N2C(=O)C3=CC=CC=C3C2=O. Cell line: BT-549. Synergy scores: CSS=11.5, Synergy_ZIP=-3.43, Synergy_Bliss=-3.72, Synergy_Loewe=-12.7, Synergy_HSA=-2.80. (8) Drug 1: CN(CC1=CN=C2C(=N1)C(=NC(=N2)N)N)C3=CC=C(C=C3)C(=O)NC(CCC(=O)O)C(=O)O. Drug 2: CS(=O)(=O)OCCCCOS(=O)(=O)C. Cell line: ACHN. Synergy scores: CSS=36.0, Synergy_ZIP=-4.10, Synergy_Bliss=-3.39, Synergy_Loewe=-4.97, Synergy_HSA=-1.36.